This data is from Forward reaction prediction with 1.9M reactions from USPTO patents (1976-2016). The task is: Predict the product of the given reaction. Given the reactants [N+:1]([C:4]1[CH:5]=[C:6]([CH:10]=[CH:11][CH:12]=1)[C:7](Cl)=[O:8])([O-:3])=[O:2].[C:13]1([O:19][CH3:20])[CH:18]=[CH:17][CH:16]=[CH:15][CH:14]=1.[Cl-].[Al+3].[Cl-].[Cl-].C(OCC)(=O)C, predict the reaction product. The product is: [N+:1]([C:4]1[CH:5]=[C:6]([CH:10]=[CH:11][CH:12]=1)[C:7]([C:16]1[CH:17]=[CH:18][C:13]([O:19][CH3:20])=[CH:14][CH:15]=1)=[O:8])([O-:3])=[O:2].